This data is from Full USPTO retrosynthesis dataset with 1.9M reactions from patents (1976-2016). The task is: Predict the reactants needed to synthesize the given product. Given the product [ClH:4].[ClH:1].[ClH:4].[CH:10]1[C:11]2[C:6](=[CH:5][CH:14]=[CH:13][CH:12]=2)[CH:7]=[C:8]([C:16]2[C:17]([NH2:33])=[N:18][CH:19]=[C:20]([C:22]3[CH:23]=[N:24][N:25]([CH:27]4[CH2:28][CH2:29][NH:30][CH2:31][CH2:32]4)[CH:26]=3)[CH:21]=2)[N:9]=1, predict the reactants needed to synthesize it. The reactants are: [ClH:1].Cl.Cl.[Cl:4][C:5]1[CH:14]=[CH:13][C:12](Cl)=[C:11]2[C:6]=1[CH:7]=[C:8]([C:16]1[C:17]([NH2:33])=[N:18][CH:19]=[C:20]([C:22]3[CH:23]=[N:24][N:25]([CH:27]4[CH2:32][CH2:31][NH:30][CH2:29][CH2:28]4)[CH:26]=3)[CH:21]=1)[N:9]=[CH:10]2.C1C2C(=CC=CC=2)C=C(OS(C(F)(F)F)(=O)=O)N=1.